From a dataset of Forward reaction prediction with 1.9M reactions from USPTO patents (1976-2016). Predict the product of the given reaction. (1) Given the reactants [Cl:1][C:2]1[C:3]([OH:36])=[C:4]([C:12]2(O)[C:20]3[C:15](=[CH:16][CH:17]=[CH:18][CH:19]=3)[N:14]([CH:21]([C:28]3[CH:33]=[CH:32][CH:31]=[CH:30][CH:29]=3)[C:22]3[CH:27]=[CH:26][CH:25]=[CH:24][CH:23]=3)[C:13]2=[O:34])[C:5]2[O:10][CH2:9][CH2:8][O:7][C:6]=2[CH:11]=1.BrC1C=CC(C2(O)C3C(=CC=CC=3)N(CC3OC(C(F)(F)F)=CC=3)C2=O)=C(O)C=1, predict the reaction product. The product is: [Cl:1][C:2]1[C:3]([OH:36])=[C:4]([CH:12]2[C:20]3[C:15](=[CH:16][CH:17]=[CH:18][CH:19]=3)[N:14]([CH:21]([C:28]3[CH:29]=[CH:30][CH:31]=[CH:32][CH:33]=3)[C:22]3[CH:27]=[CH:26][CH:25]=[CH:24][CH:23]=3)[C:13]2=[O:34])[C:5]2[O:10][CH2:9][CH2:8][O:7][C:6]=2[CH:11]=1. (2) The product is: [ClH:37].[O:34]1[CH2:35][CH2:36][N:31]([C:10]2[C:11]3[S:16][C:15]([CH2:17][N:18]4[CH2:23][CH2:22][NH:21][CH2:20][CH2:19]4)=[CH:14][C:12]=3[N:13]=[C:8]([C:4]3[CH:3]=[C:2]([OH:1])[CH:7]=[CH:6][CH:5]=3)[N:9]=2)[CH2:32][CH2:33]1. Given the reactants [OH:1][C:2]1[CH:3]=[C:4]([C:8]2[N:9]=[C:10]([N:31]3[CH2:36][CH2:35][O:34][CH2:33][CH2:32]3)[C:11]3[S:16][C:15]([CH2:17][N:18]4[CH2:23][CH2:22][N:21](C(OC(C)(C)C)=O)[CH2:20][CH2:19]4)=[CH:14][C:12]=3[N:13]=2)[CH:5]=[CH:6][CH:7]=1.[ClH:37], predict the reaction product. (3) Given the reactants C(=O)([O-])[O-].[K+].[K+].[CH3:7][O:8][C:9]1[CH:17]=[CH:16][C:12]([C:13](Cl)=[O:14])=[CH:11][CH:10]=1.[CH3:18][O:19][C:20](=[O:23])[CH2:21][NH2:22].O, predict the reaction product. The product is: [CH3:7][O:8][C:9]1[CH:17]=[CH:16][C:12]([C:13]([NH:22][CH2:21][C:20]([O:19][CH3:18])=[O:23])=[O:14])=[CH:11][CH:10]=1. (4) Given the reactants [C:1]1(=[O:8])[O:7][C:5](=[O:6])[CH2:4][O:3][CH2:2]1.[CH2:9]([CH2:14][CH2:15][NH2:16])[CH2:10][CH2:11][CH2:12][NH2:13], predict the reaction product. The product is: [C:5]([CH2:4][O:3][CH2:2][C:1]([NH:13][CH2:12][CH2:11][CH2:10][CH2:9][CH2:14][CH2:15][NH:16][C:5]([CH2:4][O:3][CH2:2][C:1]([OH:7])=[O:8])=[O:6])=[O:8])([OH:7])=[O:6]. (5) Given the reactants [O:1]1[C:10]2[C:5](=[N:6][CH:7]=[CH:8][CH:9]=2)[O:4][CH2:3][CH2:2]1.ClC1C=CC=C(C(OO)=[O:19])C=1, predict the reaction product. The product is: [O:1]1[C:10]2[C:5](=[N+:6]([O-:19])[CH:7]=[CH:8][CH:9]=2)[O:4][CH2:3][CH2:2]1. (6) Given the reactants CN(C)[CH2:3][CH2:4][C:5]([C:7]1[CH:12]=[CH:11][C:10]([O:13][CH2:14][CH2:15][CH2:16][N:17]2[CH2:22][CH2:21][CH2:20][CH2:19][CH2:18]2)=[CH:9][CH:8]=1)=[O:6].[CH2:24]([Mg]Br)C=C.[Na+].[Cl-], predict the reaction product. The product is: [N:17]1([CH2:16][CH2:15][CH2:14][O:13][C:10]2[CH:11]=[CH:12][C:7]([CH:5]([OH:6])[CH2:4][CH:3]=[CH2:24])=[CH:8][CH:9]=2)[CH2:22][CH2:21][CH2:20][CH2:19][CH2:18]1. (7) The product is: [CH3:1][C:2]1[NH:6][C:5]([C:7]([OH:14])=[O:8])=[N:4][C:3]=1[C:9]([F:12])([F:10])[F:11]. Given the reactants [CH3:1][C:2]1[NH:6][C:5]([CH:7]=[O:8])=[N:4][C:3]=1[C:9]([F:12])([F:11])[F:10].Cl([O-])=[O:14].[Na+].P([O-])(O)(O)=O.[Na+].CC(=CC)C, predict the reaction product. (8) Given the reactants Cl[C:2]1[N:11]=[C:10]([C:12]#[N:13])[C:9]([Cl:14])=[CH:8][C:3]=1[C:4]([O:6][CH3:7])=[O:5].[F:15][C:16]1[CH:17]=[C:18](B(O)O)[CH:19]=[C:20]([F:22])[CH:21]=1.C(=O)([O-])[O-].[K+].[K+], predict the reaction product. The product is: [Cl:14][C:9]1[C:10]([C:12]#[N:13])=[N:11][C:2]([C:18]2[CH:17]=[C:16]([F:15])[CH:21]=[C:20]([F:22])[CH:19]=2)=[C:3]([CH:8]=1)[C:4]([O:6][CH3:7])=[O:5]. (9) Given the reactants [CH:1]1([CH2:7][CH:8]([CH2:26][C:27]([N:29]2[CH2:34][CH2:33][O:32][CH2:31][CH2:30]2)=[O:28])[C:9]([NH:11][CH:12]([CH:15]([OH:25])[C:16]2[O:17][C:18]3[C:19]([N:24]=2)=[N:20][CH:21]=[CH:22][CH:23]=3)[CH2:13][CH3:14])=[O:10])[CH2:6][CH2:5][CH2:4][CH2:3][CH2:2]1.CC(OI1(OC(C)=O)(OC(C)=O)OC(=O)C2C=CC=CC1=2)=O.[O-]S([O-])(=S)=O.[Na+].[Na+].C([O-])(O)=O.[Na+], predict the reaction product. The product is: [CH:1]1([CH2:7][CH:8]([CH2:26][C:27]([N:29]2[CH2:30][CH2:31][O:32][CH2:33][CH2:34]2)=[O:28])[C:9]([NH:11][CH:12]([C:15]([C:16]2[O:17][C:18]3[C:19]([N:24]=2)=[N:20][CH:21]=[CH:22][CH:23]=3)=[O:25])[CH2:13][CH3:14])=[O:10])[CH2:6][CH2:5][CH2:4][CH2:3][CH2:2]1.